Dataset: Full USPTO retrosynthesis dataset with 1.9M reactions from patents (1976-2016). Task: Predict the reactants needed to synthesize the given product. (1) Given the product [OH:62][CH2:61][CH2:60][NH:59][S:56]([C:54]1[S:55][C:51]([C:19]2[CH:18]=[CH:17][N:16]=[C:15]3[NH:11][C:12]([C:29]4[CH2:30][CH2:31][CH2:32][N:33]([C:35]([O:37][C:38]([CH3:41])([CH3:40])[CH3:39])=[O:36])[CH:34]=4)=[CH:13][C:14]=23)=[CH:52][CH:53]=1)(=[O:58])=[O:57], predict the reactants needed to synthesize it. The reactants are: CC1C=CC(S([N:11]2[C:15]3=[N:16][CH:17]=[CH:18][C:19](B4OC(C)(C)C(C)(C)O4)=[C:14]3[CH:13]=[C:12]2[C:29]2[CH2:30][CH2:31][CH2:32][N:33]([C:35]([O:37][C:38]([CH3:41])([CH3:40])[CH3:39])=[O:36])[CH:34]=2)(=O)=O)=CC=1.[O-]P([O-])([O-])=O.[K+].[K+].[K+].Br[C:51]1[S:55][C:54]([S:56]([NH:59][CH2:60][CH2:61][OH:62])(=[O:58])=[O:57])=[CH:53][CH:52]=1.[OH-].[Na+]. (2) Given the product [NH2:24][C:22]1[N:21]=[CH:20][N:19]=[C:18]2[N:17]([CH2:25][C@H:26]3[CH2:30][CH2:29][CH2:28][N:27]3[C:34](=[O:35])[CH2:33][C:31]#[N:32])[N:16]=[C:15]([C:3]3[CH:4]=[CH:5][C:6]([O:8][C:9]4[CH:10]=[CH:11][CH:12]=[CH:13][CH:14]=4)=[CH:7][C:2]=3[F:1])[C:23]=12, predict the reactants needed to synthesize it. The reactants are: [F:1][C:2]1[CH:7]=[C:6]([O:8][C:9]2[CH:14]=[CH:13][CH:12]=[CH:11][CH:10]=2)[CH:5]=[CH:4][C:3]=1[C:15]1[C:23]2[C:18](=[N:19][CH:20]=[N:21][C:22]=2[NH2:24])[N:17]([CH2:25][C@H:26]2[CH2:30][CH2:29][CH2:28][NH:27]2)[N:16]=1.[C:31]([CH2:33][C:34](O)=[O:35])#[N:32].CN(C(ON1N=NC2C=CC=NC1=2)=[N+](C)C)C.F[P-](F)(F)(F)(F)F.C(N(CC)CC)C.